The task is: Predict the product of the given reaction.. This data is from Forward reaction prediction with 1.9M reactions from USPTO patents (1976-2016). (1) Given the reactants [Cl:1][C:2]1[CH:16]=[CH:15][C:5]([CH2:6][NH:7][C:8]2[CH:13]=[CH:12][CH:11]=[C:10]([Cl:14])[N:9]=2)=[CH:4][CH:3]=1.[Br:17]N1C(=O)CCC1=O.O, predict the reaction product. The product is: [Br:17][C:11]1[CH:12]=[CH:13][C:8]([NH:7][CH2:6][C:5]2[CH:15]=[CH:16][C:2]([Cl:1])=[CH:3][CH:4]=2)=[N:9][C:10]=1[Cl:14]. (2) The product is: [F:18][C:4]1[CH:3]=[C:2]([B:26]2[O:30][C:29]([CH3:32])([CH3:31])[C:28]([CH3:34])([CH3:33])[O:27]2)[CH:7]=[CH:6][C:5]=1[NH:8][C:9]1[S:10][C:11]2[CH:17]=[CH:16][CH:15]=[CH:14][C:12]=2[N:13]=1. Given the reactants Br[C:2]1[CH:7]=[CH:6][C:5]([NH:8][C:9]2[S:10][C:11]3[CH:17]=[CH:16][CH:15]=[CH:14][C:12]=3[N:13]=2)=[C:4]([F:18])[CH:3]=1.FC1C=C([B:26]2[O:30][C:29]([CH3:32])([CH3:31])[C:28]([CH3:34])([CH3:33])[O:27]2)C=CC=1NC1OC2C=CC=CC=2N=1, predict the reaction product. (3) Given the reactants C[O:2][C:3](=[O:33])[C:4]1[CH:9]=[CH:8][C:7]([C:10]([N:12]2[C:21]3[C:16](=[CH:17][CH:18]=[CH:19][CH:20]=3)[CH:15]([N:22]([C:29](=[O:31])[CH3:30])[C:23]3[CH:28]=[CH:27][CH:26]=[CH:25][CH:24]=3)[CH2:14][CH:13]2[CH3:32])=[O:11])=[CH:6][CH:5]=1.[OH-].[Li+], predict the reaction product. The product is: [C:29]([N:22]([C:23]1[CH:24]=[CH:25][CH:26]=[CH:27][CH:28]=1)[C@H:15]1[C:16]2[C:21](=[CH:20][CH:19]=[CH:18][CH:17]=2)[N:12]([C:10]([C:7]2[CH:6]=[CH:5][C:4]([C:3]([OH:33])=[O:2])=[CH:9][CH:8]=2)=[O:11])[C@@H:13]([CH3:32])[CH2:14]1)(=[O:31])[CH3:30].